Dataset: Forward reaction prediction with 1.9M reactions from USPTO patents (1976-2016). Task: Predict the product of the given reaction. (1) Given the reactants [Br:1][C:2]1[S:6][CH:5]=[C:4]([C:7]([O:9]C)=[O:8])[C:3]=1[CH3:11].[OH-].[Na+], predict the reaction product. The product is: [Br:1][C:2]1[S:6][CH:5]=[C:4]([C:7]([OH:9])=[O:8])[C:3]=1[CH3:11]. (2) Given the reactants [Cl:1][C:2]1[N:3]=[C:4]([C:9]([NH:11][C@H:12]2[CH2:17][CH2:16][N:15]([C:18]3[O:19][C:20]([CH3:30])=[C:21]([C:23]([O:25]CCCC)=[O:24])[N:22]=3)[CH2:14][C@H:13]2[O:31][CH3:32])=[O:10])[NH:5][C:6]=1[CH2:7][CH3:8].[OH-].[Li+].CO, predict the reaction product. The product is: [Cl:1][C:2]1[N:3]=[C:4]([C:9]([NH:11][C@H:12]2[CH2:17][CH2:16][N:15]([C:18]3[O:19][C:20]([CH3:30])=[C:21]([C:23]([OH:25])=[O:24])[N:22]=3)[CH2:14][C@H:13]2[O:31][CH3:32])=[O:10])[NH:5][C:6]=1[CH2:7][CH3:8]. (3) Given the reactants [CH2:1]([O:8][C@@H:9]1[C@@H:15]([O:16][CH2:17][C:18]2[CH:23]=[CH:22][CH:21]=[CH:20][CH:19]=2)[C@H:14]([O:24][CH2:25][C:26]2[CH:31]=[CH:30][CH:29]=[CH:28][CH:27]=2)[C@@H:13]([CH2:32][O:33][CH2:34][C:35]2[CH:40]=[CH:39][CH:38]=[CH:37][CH:36]=2)[O:12][C:10]1([C:41]1[CH:46]=[C:45]([CH:47]([C:49]2[CH:54]=[CH:53][C:52]([Br:55])=[CH:51][CH:50]=2)O)[C:44]([CH3:56])=[CH:43][C:42]=1[O:57][CH2:58][C:59]1[CH:64]=[CH:63][CH:62]=[CH:61][CH:60]=1)O)[C:2]1[CH:7]=[CH:6][CH:5]=[CH:4][CH:3]=1.[SiH](CC)(CC)CC.B(F)(F)F.CCOCC.C(=O)(O)[O-].[Na+], predict the reaction product. The product is: [CH2:1]([O:8][C@@H:9]1[C@@H:15]([O:16][CH2:17][C:18]2[CH:19]=[CH:20][CH:21]=[CH:22][CH:23]=2)[C@H:14]([O:24][CH2:25][C:26]2[CH:31]=[CH:30][CH:29]=[CH:28][CH:27]=2)[C@@H:13]([CH2:32][O:33][CH2:34][C:35]2[CH:40]=[CH:39][CH:38]=[CH:37][CH:36]=2)[O:12][C@H:10]1[C:41]1[CH:46]=[C:45]([CH2:47][C:49]2[CH:50]=[CH:51][C:52]([Br:55])=[CH:53][CH:54]=2)[C:44]([CH3:56])=[CH:43][C:42]=1[O:57][CH2:58][C:59]1[CH:60]=[CH:61][CH:62]=[CH:63][CH:64]=1)[C:2]1[CH:7]=[CH:6][CH:5]=[CH:4][CH:3]=1. (4) The product is: [CH3:32][C:27]1[C:26]([C:13]2[C:14]3[O:19][CH2:18][C@H:17]([C:20]4[CH:25]=[CH:24][CH:23]=[CH:22][N:21]=4)[N:16]4[C:8]([N:1]5[CH2:7][CH2:6][CH2:5][N:4]([S:33]([NH2:36])(=[O:35])=[O:34])[CH2:3][CH2:2]5)=[N:9][C:10]([C:15]=34)=[CH:11][CH:12]=2)=[C:30]([CH3:31])[O:29][N:28]=1. Given the reactants [N:1]1([C:8]2[N:16]3[C@@H:17]([C:20]4[CH:25]=[CH:24][CH:23]=[CH:22][N:21]=4)[CH2:18][O:19][C:14]4=[C:15]3[C:10](=[CH:11][CH:12]=[C:13]4[C:26]3[C:27]([CH3:32])=[N:28][O:29][C:30]=3[CH3:31])[N:9]=2)[CH2:7][CH2:6][CH2:5][NH:4][CH2:3][CH2:2]1.[S:33](N)([NH2:36])(=[O:35])=[O:34], predict the reaction product. (5) The product is: [Cl:21][C:22]1[N:27]=[CH:26][C:25]2[N:28]([C:31]3[S:35][C:34]([C:36]([O:38][CH3:39])=[O:37])=[C:33]([O:40][CH2:48][C:49]4[CH:54]=[CH:53][CH:52]=[CH:51][C:50]=4[C:55]([F:56])([F:57])[F:58])[CH:32]=3)[CH:29]=[N:30][C:24]=2[CH:23]=1. Given the reactants ClC1N=CC2N=CN(C3SC(C(OC)=O)=C(O)C=3)C=2C=1.[Cl:21][C:22]1[N:27]=[CH:26][C:25]2[N:28]([C:31]3[S:35][C:34]([C:36]([O:38][CH3:39])=[O:37])=[C:33]([OH:40])[CH:32]=3)[CH:29]=[N:30][C:24]=2[CH:23]=1.C([O-])([O-])=O.[K+].[K+].Br[CH2:48][C:49]1[CH:54]=[CH:53][CH:52]=[CH:51][C:50]=1[C:55]([F:58])([F:57])[F:56].[Cl-].[K+], predict the reaction product.